Dataset: Full USPTO retrosynthesis dataset with 1.9M reactions from patents (1976-2016). Task: Predict the reactants needed to synthesize the given product. (1) Given the product [CH2:1]([N:8]1[C:12]([C@H:13]([N:18]([CH2:26][C@H:27]2[C@@H:31]([F:32])[CH2:30][NH:29][CH2:28]2)[C:19]([C@@H:21]2[CH2:25][CH2:24][CH2:23][O:22]2)=[O:20])[C:14]([CH3:17])([CH3:16])[CH3:15])=[N:11][C:10]([C:43]2[CH:48]=[C:47]([F:49])[CH:46]=[CH:45][C:44]=2[F:50])=[N:9]1)[C:2]1[CH:3]=[CH:4][CH:5]=[CH:6][CH:7]=1, predict the reactants needed to synthesize it. The reactants are: [CH2:1]([N:8]1[C:12]([C@H:13]([N:18]([CH2:26][C@H:27]2[C@@H:31]([F:32])[CH2:30][N:29](C(OCC3C=CC=CC=3)=O)[CH2:28]2)[C:19]([C@@H:21]2[CH2:25][CH2:24][CH2:23][O:22]2)=[O:20])[C:14]([CH3:17])([CH3:16])[CH3:15])=[N:11][C:10]([C:43]2[CH:48]=[C:47]([F:49])[CH:46]=[CH:45][C:44]=2[F:50])=[N:9]1)[C:2]1[CH:7]=[CH:6][CH:5]=[CH:4][CH:3]=1. (2) Given the product [NH2:8][C:5]1[CH:4]=[C:3]([CH2:9][CH3:10])[C:2]([C:11]#[N:12])=[CH:7][N:6]=1, predict the reactants needed to synthesize it. The reactants are: Br[C:2]1[C:3]([CH2:9][CH3:10])=[CH:4][C:5]([NH2:8])=[N:6][CH:7]=1.[CH3:11][N:12](C=O)C.